Predict the product of the given reaction. From a dataset of Forward reaction prediction with 1.9M reactions from USPTO patents (1976-2016). Given the reactants ClC1C(B2OC(C)(C)C(C)(C)O2)=CC=CC=1N.[Br:18][C:19]1[CH:24]=[C:23]([Cl:25])[CH:22]=[C:21]([N+:26]([O-])=O)[C:20]=1[Cl:29], predict the reaction product. The product is: [Br:18][C:19]1[C:20]([Cl:29])=[C:21]([CH:22]=[C:23]([Cl:25])[CH:24]=1)[NH2:26].